This data is from Reaction yield outcomes from USPTO patents with 853,638 reactions. The task is: Predict the reaction yield, written as a fraction of the theoretical maximum amount of product (1.0 means a 100% yield; for example, 0.34 means a 34% yield). The reactants are [F:1][C@H:2]1[C@H:7]([C:8]2[CH:13]=[CH:12][C:11]([O:14]C)=[C:10]([F:16])[CH:9]=2)[CH2:6][CH2:5][N:4]([CH:17]2[CH2:21][CH2:20][N:19]([CH2:22][C:23]3[CH:28]=[CH:27][C:26]([CH3:29])=[C:25]([F:30])[CH:24]=3)[C:18]2=[O:31])[CH2:3]1.B(Br)(Br)Br. The product is [F:1][C@H:2]1[C@H:7]([C:8]2[CH:13]=[CH:12][C:11]([OH:14])=[C:10]([F:16])[CH:9]=2)[CH2:6][CH2:5][N:4]([CH:17]2[CH2:21][CH2:20][N:19]([CH2:22][C:23]3[CH:28]=[CH:27][C:26]([CH3:29])=[C:25]([F:30])[CH:24]=3)[C:18]2=[O:31])[CH2:3]1. The catalyst is C(Cl)Cl. The yield is 0.340.